Predict the reaction yield, written as a fraction of the theoretical maximum amount of product (1.0 means a 100% yield; for example, 0.34 means a 34% yield). From a dataset of Buchwald-Hartwig C-N cross coupling reaction yields with 55,370 reactions. (1) The reactants are COc1ccc(Cl)cc1.Cc1ccc(N)cc1.O=S(=O)(O[Pd]1c2ccccc2-c2ccccc2N~1)C(F)(F)F.COc1ccc(OC)c(P([C@]23C[C@H]4C[C@H](C[C@H](C4)C2)C3)[C@]23C[C@H]4C[C@H](C[C@H](C4)C2)C3)c1-c1c(C(C)C)cc(C(C)C)cc1C(C)C.CN(C)C(=NC(C)(C)C)N(C)C.COC(=O)c1ccno1. No catalyst specified. The product is COc1ccc(Nc2ccc(C)cc2)cc1. The yield is 0. (2) The reactants are Clc1ccccn1.Cc1ccc(N)cc1.O=S(=O)(O[Pd]1c2ccccc2-c2ccccc2N~1)C(F)(F)F.CC(C)c1cc(C(C)C)c(-c2ccccc2P(C2CCCCC2)C2CCCCC2)c(C(C)C)c1.CCN=P(N=P(N(C)C)(N(C)C)N(C)C)(N(C)C)N(C)C.Fc1cccc(F)c1-c1ccno1. No catalyst specified. The product is Cc1ccc(Nc2ccccn2)cc1. The yield is 0.123. (3) The reactants are Brc1cccnc1.Cc1ccc(N)cc1.O=S(=O)(O[Pd]1c2ccccc2-c2ccccc2N~1)C(F)(F)F.CC(C)c1cc(C(C)C)c(-c2ccccc2P(C2CCCCC2)C2CCCCC2)c(C(C)C)c1.CCN=P(N=P(N(C)C)(N(C)C)N(C)C)(N(C)C)N(C)C.COC(=O)c1cc(-c2ccco2)on1. No catalyst specified. The product is Cc1ccc(Nc2cccnc2)cc1. The yield is 0.182. (4) The reactants are Ic1ccccn1.Cc1ccc(N)cc1.O=S(=O)(O[Pd]1c2ccccc2-c2ccccc2N~1)C(F)(F)F.CC(C)c1cc(C(C)C)c(-c2ccccc2P(C(C)(C)C)C(C)(C)C)c(C(C)C)c1.CN(C)C(=NC(C)(C)C)N(C)C.Cc1ccon1. No catalyst specified. The yield is 0.902. The product is Cc1ccc(Nc2ccccn2)cc1.